This data is from Full USPTO retrosynthesis dataset with 1.9M reactions from patents (1976-2016). The task is: Predict the reactants needed to synthesize the given product. (1) Given the product [N:3]1[C:4]2[N:5]3[CH2:15][CH2:14][O:13][CH2:12][CH:6]3[CH2:7][NH:8][C:9]=2[CH:10]=[N:11][C:2]=1[C:22]1[C:21]2[C:25](=[CH:26][C:18]([O:17][CH3:16])=[CH:19][CH:20]=2)[N:24]([C:27]([O:29][C:30]([CH3:33])([CH3:32])[CH3:31])=[O:28])[CH:23]=1, predict the reactants needed to synthesize it. The reactants are: Cl[C:2]1[N:11]=[CH:10][C:9]2[NH:8][CH2:7][CH:6]3[CH2:12][O:13][CH2:14][CH2:15][N:5]3[C:4]=2[N:3]=1.[CH3:16][O:17][C:18]1[CH:26]=[C:25]2[C:21]([C:22](B3OC(C)(C)C(C)(C)O3)=[CH:23][N:24]2[C:27]([O:29][C:30]([CH3:33])([CH3:32])[CH3:31])=[O:28])=[CH:20][CH:19]=1. (2) Given the product [Cl:11][C:12]1[CH:17]=[C:16]([O:9][CH:4]2[CH2:5][CH2:6][CH2:7][CH2:8][CH:3]2[OH:10])[N:15]=[CH:14][N:13]=1, predict the reactants needed to synthesize it. The reactants are: [H-].[Na+].[CH:3]1([OH:10])[CH2:8][CH2:7][CH2:6][CH2:5][CH:4]1[OH:9].[Cl:11][C:12]1[CH:17]=[C:16](Cl)[N:15]=[CH:14][N:13]=1.[Cl-].[NH4+]. (3) Given the product [Cl:35][CH:2]([Cl:1])[C:3]([NH:5][C@H:6]([CH2:33][F:34])[C@H:7]([OH:8])[C:9]1[CH:10]=[CH:11][C:12]([C:15]2[CH:20]=[CH:19][C:18]([CH:21]3[CH2:25][CH2:24][CH2:23][NH:22]3)=[CH:17][CH:16]=2)=[CH:13][CH:14]=1)=[O:4], predict the reactants needed to synthesize it. The reactants are: [Cl:1][CH:2]([Cl:35])[C:3]([NH:5][C@H:6]([CH2:33][F:34])[C@@H:7]([C:9]1[CH:14]=[CH:13][C:12]([C:15]2[CH:20]=[CH:19][C:18]([CH:21]3[CH2:25][CH2:24][CH2:23][N:22]3C(OC(C)(C)C)=O)=[CH:17][CH:16]=2)=[CH:11][CH:10]=1)[OH:8])=[O:4].C(O)(C(F)(F)F)=O. (4) Given the product [O:1]1[C:5]2[CH:6]=[CH:7][CH:8]=[CH:9][C:4]=2[CH:3]=[C:2]1[C:10]1[N:14]2[N:15]=[C:16]([NH:19][C:27]([C:25]3[NH:26][C:21](=[O:20])[NH:22][C:23](=[O:30])[CH:24]=3)=[O:28])[CH:17]=[CH:18][C:13]2=[N:12][CH:11]=1, predict the reactants needed to synthesize it. The reactants are: [O:1]1[C:5]2[CH:6]=[CH:7][CH:8]=[CH:9][C:4]=2[CH:3]=[C:2]1[C:10]1[N:14]2[N:15]=[C:16]([NH2:19])[CH:17]=[CH:18][C:13]2=[N:12][CH:11]=1.[O:20]=[C:21]1[NH:26][C:25]([C:27](O)=[O:28])=[CH:24][C:23](=[O:30])[NH:22]1.C(N(C(C)C)C(C)C)C.C(P1(=O)OP(=O)(CCC)OP(=O)(CCC)O1)CC. (5) Given the product [C:1]1([C:7]2([C:10]3[N:15]=[C:14]4[S:16][C:17]([C:19]5[CH:20]=[C:21]6[C:26](=[CH:27][CH:28]=5)[CH2:25][N:24]([CH2:31][CH2:30][C:29]([OH:33])=[O:32])[CH2:23][CH2:22]6)=[N:18][C:13]4=[CH:12][CH:11]=3)[CH2:9][CH2:8]2)[CH:2]=[CH:3][CH:4]=[CH:5][CH:6]=1, predict the reactants needed to synthesize it. The reactants are: [C:1]1([C:7]2([C:10]3[N:15]=[C:14]4[S:16][C:17]([C:19]5[CH:20]=[C:21]6[C:26](=[CH:27][CH:28]=5)[CH2:25][NH:24][CH2:23][CH2:22]6)=[N:18][C:13]4=[CH:12][CH:11]=3)[CH2:9][CH2:8]2)[CH:6]=[CH:5][CH:4]=[CH:3][CH:2]=1.[C:29]([OH:33])(=[O:32])[CH:30]=[CH2:31].CCN(C(C)C)C(C)C.